From a dataset of Reaction yield outcomes from USPTO patents with 853,638 reactions. Predict the reaction yield, written as a fraction of the theoretical maximum amount of product (1.0 means a 100% yield; for example, 0.34 means a 34% yield). (1) The product is [NH2:1][C@H:2]([C:4]([N:6]1[CH2:13][CH2:12][CH2:11][C@H:7]1[C:8]([OH:10])=[O:9])=[O:5])[CH3:3].[CH3:21][N:22]1[C@@H:39]2[CH2:40][C:27]3[CH:28]=[CH:29][C:30]([O:41][CH3:42])=[C:31]4[O:32][C@H:33]5[C:34]([CH2:36][CH2:37][C@@H:38]2[C@:25]5([C:26]=34)[CH2:24][CH2:23]1)=[O:35]. The reactants are [NH:1](C(OC(C)(C)C)=O)[C@H:2]([C:4]([N:6]1[CH2:13][CH2:12][CH2:11][C@H:7]1[C:8]([OH:10])=[O:9])=[O:5])[CH3:3].[CH3:21][N:22]1[C@@H:39]2[CH2:40][C:27]3[CH:28]=[CH:29][C:30]([O:41][CH3:42])=[C:31]4[O:32][C@H:33]5[C:34]([CH2:36][CH2:37][C@@H:38]2[C@:25]5([C:26]=34)[CH2:24][CH2:23]1)=[O:35].Cl. The catalyst is O1CCOCC1. The yield is 0.710. (2) The reactants are [Br:1][C:2]1[CH:7]=[CH:6][C:5]([N:8]2[C:12](C(O)=O)=[C:11]([CH3:16])[N:10]=[N:9]2)=[CH:4][CH:3]=1.[CH3:17][CH:18]([OH:20])[CH3:19].C1(P(N=[N+]=[N-])(C2C=CC=CC=2)=[O:28])C=CC=CC=1.C([N:40]([CH2:43]C)CC)C. The catalyst is C1(C)C=CC=CC=1. The product is [CH:18]([O:20][C:43](=[O:28])[NH:40][C:12]1[N:8]([C:5]2[CH:4]=[CH:3][C:2]([Br:1])=[CH:7][CH:6]=2)[N:9]=[N:10][C:11]=1[CH3:16])([CH3:19])[CH3:17]. The yield is 0.704.